This data is from Peptide-MHC class II binding affinity with 134,281 pairs from IEDB. The task is: Regression. Given a peptide amino acid sequence and an MHC pseudo amino acid sequence, predict their binding affinity value. This is MHC class II binding data. (1) The peptide sequence is GRSYAADAGYAPATP. The MHC is DRB1_0901 with pseudo-sequence DRB1_0901. The binding affinity (normalized) is 0.492. (2) The peptide sequence is GAYSNASSTESAS. The MHC is H-2-IAb with pseudo-sequence H-2-IAb. The binding affinity (normalized) is 0.389. (3) The peptide sequence is IGSFFYFPSIGMQRT. The MHC is HLA-DQA10101-DQB10501 with pseudo-sequence HLA-DQA10101-DQB10501. The binding affinity (normalized) is 0.365. (4) The peptide sequence is YASGKVWGQKYFKGN. The MHC is HLA-DQA10301-DQB10302 with pseudo-sequence HLA-DQA10301-DQB10302. The binding affinity (normalized) is 0.112. (5) The peptide sequence is INEPTAPAIAYGLDR. The MHC is HLA-DQA10102-DQB10602 with pseudo-sequence HLA-DQA10102-DQB10602. The binding affinity (normalized) is 0.709.